This data is from Forward reaction prediction with 1.9M reactions from USPTO patents (1976-2016). The task is: Predict the product of the given reaction. (1) Given the reactants Cl.[Br:2][C:3]1[CH:8]=[CH:7][C:6]([NH:9]N)=[CH:5][CH:4]=1.[CH2:11]1[CH2:18][C:16](=O)[C:14](=O)[CH2:13][CH2:12]1, predict the reaction product. The product is: [Br:2][C:3]1[CH:8]=[CH:7][C:6]2[NH:9][C:13]3[C:12](=[CH:11][CH:18]=[C:16]4[C:14]=3[NH:9][C:6]3[C:5]4=[CH:4][C:3]([Br:2])=[CH:8][CH:7]=3)[C:5]=2[CH:4]=1. (2) Given the reactants [CH3:1][S:2][C:3]1[CH:8]=[CH:7][C:6](B(O)O)=[CH:5][CH:4]=1.[F-].[Cs+].Cl[C:15]1[CH:23]=[C:22]2[C:18]([C:19]([NH:32][C:33](=[O:37])[CH2:34][CH2:35][CH3:36])=[N:20][N:21]2[CH2:24][O:25][CH2:26][CH2:27][Si:28]([CH3:31])([CH3:30])[CH3:29])=[CH:17][CH:16]=1, predict the reaction product. The product is: [CH3:1][S:2][C:3]1[CH:8]=[CH:7][C:6]([C:15]2[CH:23]=[C:22]3[C:18]([C:19]([NH:32][C:33](=[O:37])[CH2:34][CH2:35][CH3:36])=[N:20][N:21]3[CH2:24][O:25][CH2:26][CH2:27][Si:28]([CH3:31])([CH3:29])[CH3:30])=[CH:17][CH:16]=2)=[CH:5][CH:4]=1. (3) The product is: [CH3:1][C:2]1[CH:3]=[CH:4][C:5]([CH2:6][S:7][C:8]2[C:9]([O:33][C@H:31]3[CH2:32][N:26]4[CH2:34][C@H:30]3[CH2:29][CH2:28][CH2:27]4)=[N:13][S:12][N:11]=2)=[CH:24][CH:25]=1. Given the reactants [CH3:1][C:2]1[CH:25]=[CH:24][C:5]([CH2:6][S:7][C:8](=[N:11][S:12][NH:13]N2C(C)(C)CCCC2(C)C)[C:9]#N)=[CH:4][CH:3]=1.[N:26]12[CH2:34][CH:30]([CH:31]([OH:33])[CH2:32]1)[CH2:29][CH2:28][CH2:27]2, predict the reaction product. (4) Given the reactants [CH2:1]([O:5][C:6]1[CH:14]=[CH:13][C:12]([O:15][CH2:16][CH:17]([CH3:19])[CH3:18])=[CH:11][C:7]=1[C:8]([OH:10])=O)[CH:2]([CH3:4])[CH3:3].C(Cl)(=O)C(Cl)=O.[Cl-].[Al+3].[Cl-].[Cl-].[CH2:30]([O:34][C:35]1[CH:40]=[CH:39][CH:38]=[CH:37][C:36]=1[CH2:41][CH2:42][C:43]([O:45][CH2:46][CH3:47])=[O:44])[CH:31]([CH3:33])[CH3:32], predict the reaction product. The product is: [CH2:1]([O:5][C:6]1[CH:14]=[CH:13][C:12]([O:15][CH2:16][CH:17]([CH3:19])[CH3:18])=[CH:11][C:7]=1[C:8]([C:38]1[CH:39]=[CH:40][C:35]([O:34][CH2:30][CH:31]([CH3:32])[CH3:33])=[C:36]([CH2:41][CH2:42][C:43]([O:45][CH2:46][CH3:47])=[O:44])[CH:37]=1)=[O:10])[CH:2]([CH3:3])[CH3:4]. (5) The product is: [NH2:27][CH:25]1[CH2:24][N:23]([C:22](=[N:35][C@H:36]2[CH2:41][C@H:40]3[CH2:42][C@H:38]([C:39]3([CH3:44])[CH3:43])[C@@H:37]2[CH3:45])[NH:21][C:15]2[CH:14]=[C:13]3[C:18]([C:19](=[O:20])[N:10]([CH2:9][CH2:8][C:5]4[CH:4]=[CH:3][C:2]([F:1])=[CH:7][CH:6]=4)[CH:11]=[N:12]3)=[CH:17][CH:16]=2)[CH2:26]1. Given the reactants [F:1][C:2]1[CH:7]=[CH:6][C:5]([CH2:8][CH2:9][N:10]2[C:19](=[O:20])[C:18]3[C:13](=[CH:14][C:15]([NH:21]/[C:22](=[N:35]/[C@H:36]4[CH2:41][C@H:40]5[CH2:42][C@H:38]([C:39]5([CH3:44])[CH3:43])[C@@H:37]4[CH3:45])/[N:23]4[CH2:26][CH:25]([NH:27]C(=O)OC(C)(C)C)[CH2:24]4)=[CH:16][CH:17]=3)[N:12]=[CH:11]2)=[CH:4][CH:3]=1.N1CC(NC(=O)OC(C)(C)C)C1.Cl.O1CCOCC1, predict the reaction product.